From a dataset of Full USPTO retrosynthesis dataset with 1.9M reactions from patents (1976-2016). Predict the reactants needed to synthesize the given product. (1) Given the product [CH3:1][O:2][CH2:3][CH2:4][N:5]1[C:9]([C:10]([OH:12])=[O:11])=[CH:8][C:7]([CH3:15])=[N:6]1, predict the reactants needed to synthesize it. The reactants are: [CH3:1][O:2][CH2:3][CH2:4][N:5]1[C:9]([C:10]([O:12]CC)=[O:11])=[CH:8][C:7]([CH3:15])=[N:6]1.[OH-].[Na+].Cl.C(OCC)(=O)C. (2) Given the product [NH2:1][C:2]1[C:3]([C:4]([O:6][CH3:7])=[O:5])=[C:8]([F:13])[C:9]([Cl:21])=[C:10]([Br:12])[CH:11]=1, predict the reactants needed to synthesize it. The reactants are: [NH2:1][C:2]1[CH:11]=[C:10]([Br:12])[CH:9]=[C:8]([F:13])[C:3]=1[C:4]([O:6][CH3:7])=[O:5].C1C(=O)N([Cl:21])C(=O)C1. (3) The reactants are: I[C:2]1[CH:31]=[CH:30][C:5]2[N:6]([CH:10]([C:12]3[CH:17]=[CH:16][C:15]([O:18][CH2:19][C:20]4[CH:21]=[N:22][C:23]([O:26][CH3:27])=[CH:24][CH:25]=4)=[C:14]([O:28][CH3:29])[CH:13]=3)[CH3:11])[C:7]([NH2:9])=[N:8][C:4]=2[CH:3]=1.[F:32][C:33]1[CH:38]=[CH:37][C:36](B(O)O)=[CH:35][CH:34]=1.[O-]P([O-])([O-])=O.[K+].[K+].[K+].O. Given the product [F:32][C:33]1[CH:38]=[CH:37][C:36]([C:2]2[CH:31]=[CH:30][C:5]3[N:6]([CH:10]([C:12]4[CH:17]=[CH:16][C:15]([O:18][CH2:19][C:20]5[CH:21]=[N:22][C:23]([O:26][CH3:27])=[CH:24][CH:25]=5)=[C:14]([O:28][CH3:29])[CH:13]=4)[CH3:11])[C:7]([NH2:9])=[N:8][C:4]=3[CH:3]=2)=[CH:35][CH:34]=1, predict the reactants needed to synthesize it. (4) Given the product [CH3:1][N:2]1[CH2:15][CH2:14][C:5]2[N:6](/[CH:33]=[C:34](/[C:36]3[CH:40]=[CH:39][S:38][CH:37]=3)\[CH3:35])[C:7]3[CH:8]=[CH:9][C:10]([CH3:13])=[CH:11][C:12]=3[C:4]=2[CH2:3]1, predict the reactants needed to synthesize it. The reactants are: [CH3:1][N:2]1[CH2:15][CH2:14][C:5]2[NH:6][C:7]3[CH:8]=[CH:9][C:10]([CH3:13])=[CH:11][C:12]=3[C:4]=2[CH2:3]1.P([O-])([O-])([O-])=O.[K+].[K+].[K+].N1CCC[C@H]1C(O)=O.Br[CH:33]=[C:34]([C:36]1[CH:40]=[CH:39][S:38][CH:37]=1)[CH3:35].